From a dataset of Peptide-MHC class II binding affinity with 134,281 pairs from IEDB. Regression. Given a peptide amino acid sequence and an MHC pseudo amino acid sequence, predict their binding affinity value. This is MHC class II binding data. The peptide sequence is GSEEWEPLTKKGNVW. The MHC is DRB1_1101 with pseudo-sequence DRB1_1101. The binding affinity (normalized) is 0.558.